This data is from Catalyst prediction with 721,799 reactions and 888 catalyst types from USPTO. The task is: Predict which catalyst facilitates the given reaction. (1) Reactant: [Br:1][C:2]1[CH:7]=[CH:6][C:5]([N:8]2[C:19]3[C:11](=[CH:12][C:13]4[O:17][CH:16]=[N:15][C:14]=4[C:18]=3[F:20])[NH:10][C:9]2=[O:21])=[C:4]([Cl:22])[CH:3]=1.C(N(CC)CC)C.[CH:30]1([S:33](Cl)(=[O:35])=[O:34])[CH2:32][CH2:31]1. Product: [Br:1][C:2]1[CH:7]=[CH:6][C:5]([N:8]2[C:19]3[C:11](=[CH:12][C:13]4[O:17][CH:16]=[N:15][C:14]=4[C:18]=3[F:20])[N:10]([S:33]([CH:30]3[CH2:32][CH2:31]3)(=[O:35])=[O:34])[C:9]2=[O:21])=[C:4]([Cl:22])[CH:3]=1. The catalyst class is: 64. (2) Reactant: [Cl:1][C:2]([F:14])([F:13])[C:3]1[CH:8]=[CH:7][C:6]([CH:9]([S:11][CH3:12])[CH3:10])=[CH:5][N:4]=1.[N:15]#[C:16][NH2:17].C(O)(=O)C.C(O)(=O)C.IC1C=CC=CC=1. Product: [Cl:1][C:2]([F:13])([F:14])[C:3]1[N:4]=[CH:5][C:6]([CH:9]([S:11]([CH3:12])=[N:17][C:16]#[N:15])[CH3:10])=[CH:7][CH:8]=1. The catalyst class is: 7. (3) Reactant: [OH:1][C:2]1[CH:9]=[C:8]([CH3:10])[C:5]([CH:6]=[O:7])=[C:4]([CH3:11])[CH:3]=1.C([O-])([O-])=O.[K+].[K+].[CH2:18]([O:20]CC)[CH3:19]. Product: [OH:20][CH2:18][CH2:19][O:1][C:2]1[CH:3]=[C:4]([CH3:11])[C:5]([CH:6]=[O:7])=[C:8]([CH3:10])[CH:9]=1. The catalyst class is: 3. (4) Reactant: [NH2:1][CH2:2][C:3]([CH3:6])([OH:5])[CH3:4].[F:7][C:8]([F:31])([F:30])[O:9][C:10]1[CH:15]=[CH:14][C:13]([NH:16][C:17](=[O:29])[C:18]2[CH:23]=[C:22]([N+:24]([O-:26])=[O:25])[C:21](F)=[CH:20][C:19]=2[Cl:28])=[CH:12][CH:11]=1.C([O-])([O-])=O.[Cs+].[Cs+]. Product: [F:30][C:8]([F:7])([F:31])[O:9][C:10]1[CH:15]=[CH:14][C:13]([NH:16][C:17](=[O:29])[C:18]2[CH:23]=[C:22]([N+:24]([O-:26])=[O:25])[C:21]([NH:1][CH2:2][C:3]([OH:5])([CH3:6])[CH3:4])=[CH:20][C:19]=2[Cl:28])=[CH:12][CH:11]=1. The catalyst class is: 3. (5) Reactant: [NH2:1][CH2:2][CH2:3][O:4][C:5]1[C:10]([CH3:11])=[CH:9][C:8]([C:12]2[NH:21][C:20](=[O:22])[C:19]3[C:14](=[CH:15][C:16]([O:25][CH3:26])=[CH:17][C:18]=3[O:23][CH3:24])[N:13]=2)=[CH:7][C:6]=1C.[C:28]([N:36]=[C:37]=[S:38])(=[O:35])[C:29]1[CH:34]=[CH:33][CH:32]=[CH:31][CH:30]=1. Product: [C:28]([NH:36][C:37]([NH:1][CH2:2][CH2:3][O:4][C:5]1[CH:6]=[CH:7][C:8]([C:12]2[NH:21][C:20](=[O:22])[C:19]3[C:14](=[CH:15][C:16]([O:25][CH3:26])=[CH:17][C:18]=3[O:23][CH3:24])[N:13]=2)=[CH:9][C:10]=1[CH3:11])=[S:38])(=[O:35])[C:29]1[CH:34]=[CH:33][CH:32]=[CH:31][CH:30]=1. The catalyst class is: 68.